This data is from Reaction yield outcomes from USPTO patents with 853,638 reactions. The task is: Predict the reaction yield, written as a fraction of the theoretical maximum amount of product (1.0 means a 100% yield; for example, 0.34 means a 34% yield). (1) The product is [Si:1]([O:8][CH2:9][CH2:10][C:11]1([NH:14][C:20](=[O:21])[O:19][C:16]([CH3:18])([CH3:17])[CH3:15])[CH2:13][CH2:12]1)([C:4]([CH3:7])([CH3:6])[CH3:5])([CH3:3])[CH3:2]. The yield is 0.900. The catalyst is C1COCC1.O. The reactants are [Si:1]([O:8][CH2:9][CH2:10][C:11]1([NH2:14])[CH2:13][CH2:12]1)([C:4]([CH3:7])([CH3:6])[CH3:5])([CH3:3])[CH3:2].[CH3:15][C:16]([O:19][C:20](O[C:20]([O:19][C:16]([CH3:18])([CH3:17])[CH3:15])=[O:21])=[O:21])([CH3:18])[CH3:17].C([O-])(O)=O.[Na+]. (2) The reactants are [CH3:1][CH:2]1[CH2:7][NH:6][CH2:5][CH:4]([CH3:8])[NH:3]1.[Cl:9][C:10]1[C:14](Cl)=[N:13][S:12][N:11]=1.O. The catalyst is CN(C=O)C. The product is [Cl:9][C:10]1[C:14]([N:6]2[CH2:5][CH:4]([CH3:8])[NH:3][CH:2]([CH3:1])[CH2:7]2)=[N:13][S:12][N:11]=1. The yield is 0.970.